Dataset: hERG Central: cardiac toxicity at 1µM, 10µM, and general inhibition. Task: Predict hERG channel inhibition at various concentrations. Results: hERG_inhib (hERG inhibition (general)): blocker. The molecule is Cc1ccc(CCCNC(=O)C2CCC(=O)N(Cc3cccc(F)c3)C2)cc1.